Dataset: Reaction yield outcomes from USPTO patents with 853,638 reactions. Task: Predict the reaction yield, written as a fraction of the theoretical maximum amount of product (1.0 means a 100% yield; for example, 0.34 means a 34% yield). The catalyst is CO. The yield is 0.587. The product is [C:33]([NH:31][C:32]1[N:6]2[CH:7]=[C:2]([F:1])[CH:3]=[CH:4][C:5]2=[N:8][C:9]=1[C:11]1[CH:12]=[C:13]([CH:16]=[CH:17][CH:18]=1)[C:14]#[N:15])([CH3:36])([CH3:35])[CH3:34]. The reactants are [F:1][C:2]1[CH:3]=[CH:4][C:5]([NH2:8])=[N:6][CH:7]=1.[CH:9]([C:11]1[CH:12]=[C:13]([CH:16]=[CH:17][CH:18]=1)[C:14]#[N:15])=O.O.C1(C)C=CC(S(O)(=O)=O)=CC=1.[N+:31]([C:33]([CH3:36])([CH3:35])[CH3:34])#[C-:32].